From a dataset of Full USPTO retrosynthesis dataset with 1.9M reactions from patents (1976-2016). Predict the reactants needed to synthesize the given product. The reactants are: C([O:3][C:4](=O)[C:5]1[CH:10]=[CH:9][C:8]([C:11]2[O:12][C:13]3[CH:19]=[CH:18][C:17]([CH2:20][C:21]4[CH:26]=[CH:25][CH:24]=[CH:23][CH:22]=4)=[CH:16][C:14]=3[CH:15]=2)=[C:7]([C:27]#[N:28])[CH:6]=1)C.[BH4-].[Na+].[Cl-].[Ca+2].[Cl-].O. Given the product [CH2:20]([C:17]1[CH:18]=[CH:19][C:13]2[O:12][C:11]([C:8]3[CH:9]=[CH:10][C:5]([CH2:4][OH:3])=[CH:6][C:7]=3[C:27]#[N:28])=[CH:15][C:14]=2[CH:16]=1)[C:21]1[CH:26]=[CH:25][CH:24]=[CH:23][CH:22]=1, predict the reactants needed to synthesize it.